From a dataset of Peptide-MHC class I binding affinity with 185,985 pairs from IEDB/IMGT. Regression. Given a peptide amino acid sequence and an MHC pseudo amino acid sequence, predict their binding affinity value. This is MHC class I binding data. (1) The peptide sequence is ISCLLYDL. The MHC is H-2-Db with pseudo-sequence H-2-Db. The binding affinity (normalized) is 0. (2) The peptide sequence is KQNMRIRSK. The MHC is HLA-B57:01 with pseudo-sequence HLA-B57:01. The binding affinity (normalized) is 0.0847. (3) The peptide sequence is KTAEACASGI. The MHC is Mamu-A01 with pseudo-sequence Mamu-A01. The binding affinity (normalized) is 0.405. (4) The peptide sequence is YHSQGSWYK. The MHC is HLA-B15:09 with pseudo-sequence HLA-B15:09. The binding affinity (normalized) is 0.0847. (5) The peptide sequence is LMTLDDLAIK. The MHC is HLA-A68:01 with pseudo-sequence HLA-A68:01. The binding affinity (normalized) is 0.277. (6) The peptide sequence is HLDELTTTL. The MHC is HLA-B58:01 with pseudo-sequence HLA-B58:01. The binding affinity (normalized) is 0.213. (7) The peptide sequence is AEFKYIAAV. The MHC is Mamu-B52 with pseudo-sequence Mamu-B52. The binding affinity (normalized) is 0. (8) The peptide sequence is TRDHVNLVL. The MHC is HLA-A69:01 with pseudo-sequence HLA-A69:01. The binding affinity (normalized) is 0.0847.